From a dataset of Full USPTO retrosynthesis dataset with 1.9M reactions from patents (1976-2016). Predict the reactants needed to synthesize the given product. (1) Given the product [C:1]([O:5][C:6]([N:8]1[CH2:9][CH2:10][CH:11]([CH2:14][O:15][C:16]([N:29]2[CH2:30][CH2:31][N:26]([CH3:25])[CH2:27][CH2:28]2)=[O:18])[CH2:12][CH2:13]1)=[O:7])([CH3:2])([CH3:3])[CH3:4], predict the reactants needed to synthesize it. The reactants are: [C:1]([O:5][C:6]([N:8]1[CH2:13][CH2:12][CH:11]([CH2:14][O:15][C:16]([O:18]C2C=CC=CC=2)=O)[CH2:10][CH2:9]1)=[O:7])([CH3:4])([CH3:3])[CH3:2].[CH3:25][N:26]1[CH2:31][CH2:30][NH:29][CH2:28][CH2:27]1. (2) Given the product [C:19]([C:18]1[CH:21]=[CH:22][C:15]([N:11]2[CH2:12][CH2:13][CH2:14][C@H:9]([NH:8][C@@H:3]3[CH2:4][CH2:5][CH2:6][CH2:7][C@H:2]3[NH:1][C:34](=[O:35])[CH2:33][C:26]3[C:27]4[C:32](=[CH:31][CH:30]=[CH:29][CH:28]=4)[N:24]([CH3:23])[CH:25]=3)[CH2:10]2)=[CH:16][CH:17]=1)#[N:20], predict the reactants needed to synthesize it. The reactants are: [NH2:1][C@@H:2]1[CH2:7][CH2:6][CH2:5][CH2:4][C@H:3]1[NH:8][CH:9]1[CH2:14][CH2:13][CH2:12][N:11]([C:15]2[CH:22]=[CH:21][C:18]([C:19]#[N:20])=[CH:17][CH:16]=2)[CH2:10]1.[CH3:23][N:24]1[C:32]2[C:27](=[CH:28][CH:29]=[CH:30][CH:31]=2)[C:26]([CH2:33][C:34](O)=[O:35])=[CH:25]1. (3) The reactants are: [Li].[OH:2][C:3]1[CH:4]=[CH:5][CH:6]=[C:7]2[C:12]=1[N:11]=[CH:10][CH:9]=[CH:8]2.[Cl-:13].[Cl-].[Cl-].[Cr+3:16]. Given the product [Cl-:13].[Cl-:13].[N:11]1[C:12]2[C:7](=[CH:6][CH:5]=[CH:4][C:3]=2[O:2][Cr+2:16])[CH:8]=[CH:9][CH:10]=1, predict the reactants needed to synthesize it. (4) Given the product [I:18][C:3]1[C:4]2[C:5](=[N:6][CH:7]=[C:8]([C:10]3[CH:11]=[C:12]([CH:15]=[CH:16][CH:17]=3)[CH:13]=[O:14])[CH:9]=2)[NH:1][CH:2]=1, predict the reactants needed to synthesize it. The reactants are: [NH:1]1[C:5]2=[N:6][CH:7]=[C:8]([C:10]3[CH:11]=[C:12]([CH:15]=[CH:16][CH:17]=3)[CH:13]=[O:14])[CH:9]=[C:4]2[CH:3]=[CH:2]1.[I:18]N1C(=O)CCC1=O. (5) Given the product [Cl:1][C:2]1[CH:7]=[CH:6][CH:5]=[CH:4][C:3]=1[C:8]1[C:12]([C:13]([N:15]([C:24]([O:26][C:27]([CH3:30])([CH3:29])[CH3:28])=[O:23])[C:24]([O:26][C:27]([CH3:30])([CH3:29])[CH3:28])=[O:23])=[O:14])=[CH:11][N:10]([C:16]2[CH:21]=[CH:20][N:19]=[C:18]([Cl:22])[CH:17]=2)[N:9]=1, predict the reactants needed to synthesize it. The reactants are: [Cl:1][C:2]1[CH:7]=[CH:6][CH:5]=[CH:4][C:3]=1[C:8]1[C:12]([C:13]([NH2:15])=[O:14])=[CH:11][N:10]([C:16]2[CH:21]=[CH:20][N:19]=[C:18]([Cl:22])[CH:17]=2)[N:9]=1.[O:23](C(OC(C)(C)C)=O)[C:24]([O:26][C:27]([CH3:30])([CH3:29])[CH3:28])=O. (6) Given the product [C:19]([O:23][C:24]([NH:1][C:2]1[CH:3]=[CH:4][C:5]([OH:11])=[C:6]([CH:10]=1)[C:7]([OH:9])=[O:8])=[O:25])([CH3:22])([CH3:21])[CH3:20], predict the reactants needed to synthesize it. The reactants are: [NH2:1][C:2]1[CH:10]=[C:6]([C:7]([OH:9])=[O:8])[C:5]([OH:11])=[CH:4][CH:3]=1.C(N(CC)CC)C.[C:19]([O:23][C:24](O[C:24]([O:23][C:19]([CH3:22])([CH3:21])[CH3:20])=[O:25])=[O:25])([CH3:22])([CH3:21])[CH3:20].